This data is from Full USPTO retrosynthesis dataset with 1.9M reactions from patents (1976-2016). The task is: Predict the reactants needed to synthesize the given product. (1) Given the product [OH:21][C:3]1[C:4]([C:12]([NH:14][CH2:15][C:16]([OH:18])=[O:17])=[O:13])=[C:5]2[C:10](=[CH:11][C:2]=1[C:27]1[S:28][CH:29]=[CH:30][N:31]=1)[N:9]=[CH:8][CH:7]=[N:6]2, predict the reactants needed to synthesize it. The reactants are: Br[C:2]1[CH:11]=[C:10]2[C:5]([N:6]=[CH:7][CH:8]=[N:9]2)=[C:4]([C:12]([NH:14][CH2:15][C:16]([O:18]CC)=[O:17])=[O:13])[C:3]=1[OH:21].C([Sn](CCCC)(CCCC)[C:27]1[S:28][CH:29]=[CH:30][N:31]=1)CCC. (2) Given the product [CH2:3]1[C:4]2[C:9](=[CH:8][CH:7]=[CH:6][CH:5]=2)[CH2:1][CH:2]1[C:10]([OH:12])=[O:11], predict the reactants needed to synthesize it. The reactants are: [CH2:1]1[C:9]2[C:4](=[CH:5][CH:6]=[CH:7][CH:8]=2)[CH2:3][C:2]1(C(O)=O)[C:10]([OH:12])=[O:11].Cl.CCOCC. (3) Given the product [N:1]1([C:6]2[N:11]=[CH:10][C:9]([C@@H:12]([O:15][CH3:16])[CH:13]=[O:14])=[N:8][CH:7]=2)[CH:5]=[N:4][N:3]=[N:2]1, predict the reactants needed to synthesize it. The reactants are: [N:1]1([C:6]2[N:11]=[CH:10][C:9]([C@@H:12]([O:15][CH3:16])[CH2:13][OH:14])=[N:8][CH:7]=2)[CH:5]=[N:4][N:3]=[N:2]1.CC(OI1(OC(C)=O)(OC(C)=O)OC(=O)C2C1=CC=CC=2)=O. (4) Given the product [OH:36][C:33]1[CH:34]=[CH:35][C:30]([CH2:29][CH2:28][NH:27][C:2]2[N:7]=[C:6]([C:8]3[CH:9]=[C:10]([CH:24]=[CH:25][CH:26]=3)[CH2:11][N:12]([CH2:17][C:18]3[CH:19]=[N:20][CH:21]=[CH:22][CH:23]=3)[S:13]([CH3:16])(=[O:15])=[O:14])[CH:5]=[CH:4][N:3]=2)=[CH:31][CH:32]=1, predict the reactants needed to synthesize it. The reactants are: Cl[C:2]1[N:7]=[C:6]([C:8]2[CH:9]=[C:10]([CH:24]=[CH:25][CH:26]=2)[CH2:11][N:12]([CH2:17][C:18]2[CH:19]=[N:20][CH:21]=[CH:22][CH:23]=2)[S:13]([CH3:16])(=[O:15])=[O:14])[CH:5]=[CH:4][N:3]=1.[NH2:27][CH2:28][CH2:29][C:30]1[CH:35]=[CH:34][C:33]([OH:36])=[CH:32][CH:31]=1. (5) Given the product [CH2:19]([C@:12]1([CH2:11][NH:10][C:8](=[O:9])[O:7][C:6]2[CH:5]=[CH:4][C:3]([O:2][CH3:1])=[CH:26][CH:25]=2)[CH2:17][CH2:16][CH2:15][CH2:14][C:13]1=[O:18])[CH:27]=[CH2:28], predict the reactants needed to synthesize it. The reactants are: [CH3:1][O:2][C:3]1[CH:26]=[CH:25][C:6]([O:7][C:8]([NH:10][CH2:11][C:12]2([C:19](OCC=C)=O)[CH2:17][CH2:16][CH2:15][CH2:14][C:13]2=[O:18])=[O:9])=[CH:5][CH:4]=1.[CH3:27][CH2:28]OC(C)=O. (6) Given the product [CH2:9]([NH:8][CH2:11][C:12]1[C:13]([CH3:41])=[C:14]([C:18]2[CH:19]=[C:20]3[C:24](=[CH:25][CH:26]=2)[NH:23][N:22]=[C:21]3[C:33]2[NH:34][C:35]([C:38]([OH:40])=[O:39])=[CH:36][N:37]=2)[CH:15]=[N:16][CH:17]=1)[CH3:10], predict the reactants needed to synthesize it. The reactants are: C(OC([N:8]([CH2:11][C:12]1[C:13]([CH3:41])=[C:14]([C:18]2[CH:19]=[C:20]3[C:24](=[CH:25][CH:26]=2)[N:23](C2CCCCO2)[N:22]=[C:21]3[C:33]2[NH:34][C:35]([C:38]([OH:40])=[O:39])=[CH:36][N:37]=2)[CH:15]=[N:16][CH:17]=1)[CH2:9][CH3:10])=O)(C)(C)C. (7) Given the product [CH3:25][N:24]([CH3:26])[CH2:23][C@H:11]([NH:10][S:7]([C:5]1[S:6][C:2]([C:28]#[C:27][C:29]2[CH:34]=[CH:33][CH:32]=[CH:31][CH:30]=2)=[CH:3][CH:4]=1)(=[O:9])=[O:8])[CH2:12][C:13]([O:15][CH2:16][C:17]1[CH:22]=[CH:21][CH:20]=[CH:19][CH:18]=1)=[O:14], predict the reactants needed to synthesize it. The reactants are: Br[C:2]1[S:6][C:5]([S:7]([NH:10][C@@H:11]([CH2:23][N:24]([CH3:26])[CH3:25])[CH2:12][C:13]([O:15][CH2:16][C:17]2[CH:22]=[CH:21][CH:20]=[CH:19][CH:18]=2)=[O:14])(=[O:9])=[O:8])=[CH:4][CH:3]=1.[C:27]([C:29]1[CH:34]=[CH:33][CH:32]=[CH:31][CH:30]=1)#[CH:28].